Dataset: Forward reaction prediction with 1.9M reactions from USPTO patents (1976-2016). Task: Predict the product of the given reaction. (1) Given the reactants [CH3:1][C:2]1[S:6][C:5]2[CH:7]=[C:8]([CH2:11][CH2:12][CH2:13][OH:14])[CH:9]=[CH:10][C:4]=2[C:3]=1[C:15]1[CH:20]=[CH:19][C:18]([C:21]([F:24])([F:23])[F:22])=[CH:17][CH:16]=1.[CH3:25][S:26](Cl)(=[O:28])=[O:27], predict the reaction product. The product is: [CH3:1][C:2]1[S:6][C:5]2[CH:7]=[C:8]([CH2:11][CH2:12][CH2:13][O:14][S:26]([CH3:25])(=[O:28])=[O:27])[CH:9]=[CH:10][C:4]=2[C:3]=1[C:15]1[CH:16]=[CH:17][C:18]([C:21]([F:24])([F:23])[F:22])=[CH:19][CH:20]=1. (2) Given the reactants Br[C:2]1[CH:3]=[C:4]([NH:9][S:10]([C:13]2[CH:18]=[CH:17][C:16]([C:19]([OH:22])([CH3:21])[CH3:20])=[CH:15][CH:14]=2)(=[O:12])=[O:11])[C:5]([Cl:8])=[N:6][CH:7]=1.CC1(C)C(C)(C)OB([C:31]2[CH:32]=[CH:33][C:34]3[N:35]([CH:37]=[C:38]([NH:40][C:41](=[O:43])[CH3:42])[N:39]=3)[N:36]=2)O1.C(=O)([O-])[O-].[Na+].[Na+], predict the reaction product. The product is: [Cl:8][C:5]1[N:6]=[CH:7][C:2]([C:31]2[CH:32]=[CH:33][C:34]3[N:35]([CH:37]=[C:38]([NH:40][C:41](=[O:43])[CH3:42])[N:39]=3)[N:36]=2)=[CH:3][C:4]=1[NH:9][S:10]([C:13]1[CH:18]=[CH:17][C:16]([C:19]([OH:22])([CH3:21])[CH3:20])=[CH:15][CH:14]=1)(=[O:12])=[O:11]. (3) Given the reactants CC(C)([O-])C.[K+].[I:7][C:8]1[CH:17]=[C:16]2[C:11]([CH:12]=[CH:13][C:14]([OH:18])=[CH:15]2)=[CH:10][CH:9]=1.Br[CH2:20][O:21][CH2:22][C:23]([O:25][CH3:26])=[O:24].BrC(OC)C(OC)=O.[Na+].[Cl-], predict the reaction product. The product is: [I:7][C:8]1[CH:17]=[C:16]2[C:11]([CH:12]=[CH:13][C:14]([O:18][CH:22]([O:21][CH3:20])[C:23]([O:25][CH3:26])=[O:24])=[CH:15]2)=[CH:10][CH:9]=1. (4) Given the reactants [NH2:1][C:2]1[N:3]([CH3:22])[C:4](=[O:21])[C@:5]2([N:20]=1)[C:14]1[CH:13]=[C:12](Br)[CH:11]=[CH:10][C:9]=1[O:8][C@H:7]1[CH2:16][CH2:17][O:18][CH2:19][C@H:6]21.CC1(C)C(C)(C)OB([C:31]2[CH:32]=[N:33][CH:34]=[C:35]([CH:38]=2)[C:36]#[N:37])O1, predict the reaction product. The product is: [NH2:1][C:2]1[N:3]([CH3:22])[C:4](=[O:21])[C@:5]2([N:20]=1)[C:14]1[CH:13]=[C:12]([C:31]3[CH:32]=[N:33][CH:34]=[C:35]([CH:38]=3)[C:36]#[N:37])[CH:11]=[CH:10][C:9]=1[O:8][C@H:7]1[CH2:16][CH2:17][O:18][CH2:19][C@H:6]21. (5) Given the reactants [C:18]1(P([C:14]2[CH:19]=[CH:18][CH:17]=CC=2)[C:18]2[CH:17]=CC=[CH:14][CH:19]=2)[CH:17]=CC=[CH:14][CH:19]=1.ClC1[N:26]=[CH:25][CH:24]=[CH:23][N:22]=1.C([Mg]Cl)CC.[NH4+].[Cl-], predict the reaction product. The product is: [CH2:19]([C:14]1[N:26]=[CH:25][CH:24]=[CH:23][N:22]=1)[CH2:18][CH3:17]. (6) Given the reactants [C:1](O)(=[O:8])[C:2]1[CH:7]=[CH:6][CH:5]=[CH:4][CH:3]=1.[O:10]1[C:15]2[CH:16]=[CH:17][CH:18]=[CH:19][C:14]=2[NH:13][C:12](=[O:20])[CH2:11]1, predict the reaction product. The product is: [C:1]([C:18]1[CH:17]=[CH:16][C:15]2[O:10][CH2:11][C:12](=[O:20])[NH:13][C:14]=2[CH:19]=1)(=[O:8])[C:2]1[CH:7]=[CH:6][CH:5]=[CH:4][CH:3]=1. (7) The product is: [Br:13][C:3]1[C:2]([Cl:1])=[C:6]([CH3:7])[NH:5][C:4]=1[C:8]([O:10][CH2:11][CH3:12])=[O:9]. Given the reactants [Cl:1][C:2]1[CH:3]=[C:4]([C:8]([O:10][CH2:11][CH3:12])=[O:9])[NH:5][C:6]=1[CH3:7].[Br:13]N1C(=O)CCC1=O.[OH-].[Na+], predict the reaction product. (8) The product is: [Cl:1][C:2]1[CH:3]=[C:4]([CH:20]=[CH:21][C:22]=1[Cl:23])[CH2:5][N:6]1[CH2:11][CH2:10][O:9][CH:8]([CH2:12][NH2:13])[CH2:7]1. Given the reactants [Cl:1][C:2]1[CH:3]=[C:4]([CH:20]=[CH:21][C:22]=1[Cl:23])[CH2:5][N:6]1[CH2:11][CH2:10][O:9][CH:8]([CH2:12][NH:13]C(=O)C(F)(F)F)[CH2:7]1.C(=O)([O-])[O-].[K+].[K+], predict the reaction product. (9) Given the reactants Br[C:2]1[CH:7]=[CH:6][C:5]([C:8]2[O:12][N:11]=[C:10]([CH3:13])[C:9]=2[CH2:14][NH:15][CH2:16][C@@H:17]([C:19]2[CH:24]=[CH:23][CH:22]=[CH:21][CH:20]=2)[CH3:18])=[CH:4][CH:3]=1.[CH2:25]([O:27][C:28]([C:30]1([C:33]2[CH:38]=[CH:37][C:36](B3OC(C)(C)C(C)(C)O3)=[CH:35][CH:34]=2)[CH2:32][CH2:31]1)=[O:29])[CH3:26], predict the reaction product. The product is: [CH2:25]([O:27][C:28]([C:30]1([C:33]2[CH:38]=[CH:37][C:36]([C:2]3[CH:7]=[CH:6][C:5]([C:8]4[O:12][N:11]=[C:10]([CH3:13])[C:9]=4[CH2:14][NH:15][CH2:16][C@@H:17]([C:19]4[CH:24]=[CH:23][CH:22]=[CH:21][CH:20]=4)[CH3:18])=[CH:4][CH:3]=3)=[CH:35][CH:34]=2)[CH2:31][CH2:32]1)=[O:29])[CH3:26]. (10) Given the reactants [C:1](=O)([O-])[O-].[K+].[K+].CI.[OH:9][C:10]1[CH:34]=[CH:33][C:13]([C:14]([NH:16][CH2:17][C@H:18]([N:23]2[CH2:28][CH2:27][N:26]([S:29]([CH3:32])(=[O:31])=[O:30])[CH2:25][CH2:24]2)[C:19]([O:21][CH3:22])=[O:20])=[O:15])=[CH:12][CH:11]=1, predict the reaction product. The product is: [CH3:32][S:29]([N:26]1[CH2:25][CH2:24][N:23]([C@@H:18]([CH2:17][NH:16][C:14](=[O:15])[C:13]2[CH:33]=[CH:34][C:10]([O:9][CH3:1])=[CH:11][CH:12]=2)[C:19]([O:21][CH3:22])=[O:20])[CH2:28][CH2:27]1)(=[O:31])=[O:30].